Binary Classification. Given a miRNA mature sequence and a target amino acid sequence, predict their likelihood of interaction. From a dataset of Experimentally validated miRNA-target interactions with 360,000+ pairs, plus equal number of negative samples. (1) The miRNA is hsa-miR-641 with sequence AAAGACAUAGGAUAGAGUCACCUC. The protein sequence of the target gene is MPLFATNPFDQDVEKATSEMNTAEDWGLILDICDKVGQSRTGPKDCLRSIMRRVNHKDPHVAMQALTLLGACVSNCGKIFHLEVCSRDFASEVSNVLNKGHPKVCEKLKALMVEWTDEFKNDPQLSLISAMIKNLKEQGVTFPAIGSQAAEQAKASPALVAKDPGTVANKKEEEDLAKAIELSLKEQRQQSTTLSTLYPSTSSLLTNHQHEGRKVRAIYDFEAAEDNELTFKAGEIITVLDDSDPNWWKGETHQGIGLFPSNFVTADLTAEPEMIKTEKKTVQFSDDVQVETIEPEPEPA.... Result: 1 (interaction). (2) Result: 0 (no interaction). The miRNA is mmu-miR-1969 with sequence AAGAUGGAGACUUUAACAUGGGU. The protein sequence of the target gene is MYGVCGCCGALRPRYKRLVDNIFPEDPEDGLVKTNMEKLTFYALSAPEKLDRIGAYLSERLIRDVGRHRYGYVCIAMEALDQLLMACHCQSINLFVESFLKMVAKLLESEKPNLQILGTNSFVKFANIEEDTPSYHRSYDFFVSRFSEMCHSSHDDLEIKTKIRMSGIKGLQGVVRKTVNDELQANIWDPQHMDKIVPSLLFNLQHVEEAESRSPSPLQAPEKEKESPAELAERCLRELLGRAAFGNIKNAIKPVLIHLDNHSLWEPKVFAIRCFKIIMYSIQPQHSHLVIQQLLGHLDA.... (3) The miRNA is hsa-miR-21-5p with sequence UAGCUUAUCAGACUGAUGUUGA. The protein sequence of the target gene is MAENTDRNQIEKLLNRVKELEQEVERLKKKKEQANNIKDSSIRENSLGSGKAKRAFDFSAHGRRHVALKIAYLGWGYQGFASQENTSNTIEEKLFEALTKTRLVESRQTSNYHRCGRTDKGVSAFGQVISLDLRSQFPTSRDSEDSNLKHEADDLAKEIRYTHILNRVLPADIRVLAWAPVEPSFSARFSCLERTYRYFFPRADLDIATMNYAAQKYVGTHDFRNLCKMDVANGVINFQRTILCAQVQLVAQSPGEERRQEPFQLCQFEVIGQAFLYHQVRCMMAILFLIGQGMEKPEII.... Result: 0 (no interaction).